Dataset: Forward reaction prediction with 1.9M reactions from USPTO patents (1976-2016). Task: Predict the product of the given reaction. (1) Given the reactants [Br:1][C:2]1[CH:3]=[CH:4][C:5]([Cl:13])=[C:6]2[C:10]=1[N:9]([CH3:11])[N:8]=[C:7]2N.N(OC(C)(C)C)=O, predict the reaction product. The product is: [Br:1][C:2]1[CH:3]=[CH:4][C:5]([Cl:13])=[C:6]2[C:10]=1[N:9]([CH3:11])[N:8]=[CH:7]2. (2) Given the reactants [C:1]1([S:7]([N:10]2[CH:15]3[CH2:16][CH2:17][CH:11]2[CH2:12][N:13]([CH2:18][C:19](O)=[O:20])[CH2:14]3)(=[O:9])=[O:8])[CH:6]=[CH:5][CH:4]=[CH:3][CH:2]=1.F[C:23]1([CH3:30])[CH:29]=[CH:28][CH:27]=[CH:26][CH:24]1[NH2:25].C1CN([P+](Br)(N2CCCC2)N2CCCC2)CC1.[F:48][P-](F)(F)(F)(F)F, predict the reaction product. The product is: [F:48][C:29]1[C:23]([CH3:30])=[C:24]([NH:25][C:19](=[O:20])[CH2:18][N:13]2[CH2:12][CH:11]3[N:10]([S:7]([C:1]4[CH:2]=[CH:3][CH:4]=[CH:5][CH:6]=4)(=[O:8])=[O:9])[CH:15]([CH2:16][CH2:17]3)[CH2:14]2)[CH:26]=[CH:27][CH:28]=1. (3) Given the reactants CS([Cl:5])(=O)=O.[C:6]([O:10][C:11]([N:13]1[CH2:18][C@H:17]([CH2:19]O)[N:16]([CH2:21][C:22]([N:24]2[C:32]3[CH:31]=[C:30]([CH2:33][C:34]4[CH:39]=[CH:38][C:37]([F:40])=[CH:36][C:35]=4[F:41])[N:29]=[CH:28][C:27]=3[C:26]([CH3:43])([CH3:42])[CH2:25]2)=[O:23])[CH2:15][C@H:14]1[CH3:44])=[O:12])([CH3:9])([CH3:8])[CH3:7].C(N(CC)CC)C, predict the reaction product. The product is: [C:6]([O:10][C:11]([N:13]1[CH2:18][C@H:17]([CH2:19][Cl:5])[N:16]([CH2:21][C:22]([N:24]2[C:32]3[CH:31]=[C:30]([CH2:33][C:34]4[CH:39]=[CH:38][C:37]([F:40])=[CH:36][C:35]=4[F:41])[N:29]=[CH:28][C:27]=3[C:26]([CH3:43])([CH3:42])[CH2:25]2)=[O:23])[CH2:15][C@H:14]1[CH3:44])=[O:12])([CH3:9])([CH3:8])[CH3:7]. (4) Given the reactants [CH:1]([Mg]Cl)([CH3:3])[CH3:2].[C:6]([O:10][C:11](=[O:21])[NH:12][CH:13]1[CH2:18][CH2:17][CH:16]([CH:19]=[O:20])[CH2:15][CH2:14]1)([CH3:9])([CH3:8])[CH3:7], predict the reaction product. The product is: [C:6]([O:10][C:11](=[O:21])[NH:12][C@H:13]1[CH2:14][CH2:15][C@H:16]([CH:19]([C:11]2[O:10][C:1]3[CH:3]=[CH:8][CH:6]=[CH:7][C:2]=3[N:12]=2)[OH:20])[CH2:17][CH2:18]1)([CH3:9])([CH3:7])[CH3:8]. (5) Given the reactants [F:1][C:2]([F:10])([F:9])[CH:3]([OH:8])[C:4]([F:7])([F:6])[F:5].Cl[C:12](Cl)([O:14]C(=O)OC(Cl)(Cl)Cl)Cl.C(N(CC)C(C)C)(C)C.[Cl:32][C:33]1[CH:38]=[CH:37][C:36]([N:39]2[CH2:44][CH2:43][O:42][CH2:41][CH2:40]2)=[C:35]([CH2:45][N:46]2[CH2:51][CH2:50][NH:49][CH2:48][CH2:47]2)[CH:34]=1, predict the reaction product. The product is: [Cl:32][C:33]1[CH:38]=[CH:37][C:36]([N:39]2[CH2:44][CH2:43][O:42][CH2:41][CH2:40]2)=[C:35]([CH2:45][N:46]2[CH2:47][CH2:48][N:49]([C:12]([O:8][CH:3]([C:4]([F:7])([F:6])[F:5])[C:2]([F:10])([F:9])[F:1])=[O:14])[CH2:50][CH2:51]2)[CH:34]=1. (6) The product is: [CH2:27]([O:26][C:24]([NH:19][CH2:20][C:21]([NH:1][C@H:2]1[CH2:7][CH2:6][C@@H:5]([NH:8][C:9](=[O:15])[O:10][C:11]([CH3:12])([CH3:13])[CH3:14])[CH2:4][C@H:3]1[CH:16]([CH3:18])[CH3:17])=[O:22])=[O:25])[C:28]1[CH:33]=[CH:32][CH:31]=[CH:30][CH:29]=1. Given the reactants [NH2:1][C@H:2]1[CH2:7][CH2:6][C@@H:5]([NH:8][C:9](=[O:15])[O:10][C:11]([CH3:14])([CH3:13])[CH3:12])[CH2:4][C@H:3]1[CH:16]([CH3:18])[CH3:17].[NH:19]([C:24]([O:26][CH2:27][C:28]1[CH:33]=[CH:32][CH:31]=[CH:30][CH:29]=1)=[O:25])[CH2:20][C:21](O)=[O:22].CN1CCOCC1.F[P-](F)(F)(F)(F)F.N1(O[P+](N(C)C)(N(C)C)N(C)C)C2C=CC=CC=2N=N1, predict the reaction product. (7) Given the reactants ClC1C(=O)C(C#N)=C(C#N)C(=O)C=1Cl.[Br:15][C:16]1[C:26]2[C:27]3[C:19]([CH2:20][CH2:21][C:22]=3[CH:23]=[CH:24][CH:25]=2)=[CH:18][CH:17]=1, predict the reaction product. The product is: [Br:15][C:16]1[C:26]2[C:27]3[C:19]([CH:20]=[CH:21][C:22]=3[CH:23]=[CH:24][CH:25]=2)=[CH:18][CH:17]=1. (8) Given the reactants [Cl:1][C:2]1[N:7]=[C:6]2[N:8]=[C:9]([CH2:16][N:17]3[C:21]4[CH:22]=[N:23][CH:24]=[CH:25][C:20]=4[N:19]([CH:26]4[CH2:28][CH2:27]4)[C:18]3=[O:29])[N:10]([CH2:11][CH2:12][CH2:13][CH2:14][OH:15])[C:5]2=[CH:4][CH:3]=1.CC(OI1(OC(C)=O)(OC(C)=O)OC(=O)C2C=CC=CC1=2)=O.C(OCC)C, predict the reaction product. The product is: [Cl:1][C:2]1[N:7]=[C:6]2[N:8]=[C:9]([CH2:16][N:17]3[C:21]4[CH:22]=[N:23][CH:24]=[CH:25][C:20]=4[N:19]([CH:26]4[CH2:28][CH2:27]4)[C:18]3=[O:29])[N:10]([CH2:11][CH2:12][CH2:13][CH:14]=[O:15])[C:5]2=[CH:4][CH:3]=1.